This data is from Forward reaction prediction with 1.9M reactions from USPTO patents (1976-2016). The task is: Predict the product of the given reaction. (1) The product is: [Cl:1][C:2]1[CH:10]=[CH:9][C:8]2[NH:7][C:6]3[C:11]([C:16]([O:18][CH2:19][CH3:20])=[O:17])=[CH:12][N:13]([C:25](=[O:26])[C:24]4[CH:28]=[CH:29][CH:30]=[C:22]([F:21])[CH:23]=4)[CH2:14][CH2:15][C:5]=3[C:4]=2[CH:3]=1. Given the reactants [Cl:1][C:2]1[CH:10]=[CH:9][C:8]2[NH:7][C:6]3[C:11]([C:16]([O:18][CH2:19][CH3:20])=[O:17])=[CH:12][NH:13][CH2:14][CH2:15][C:5]=3[C:4]=2[CH:3]=1.[F:21][C:22]1[CH:23]=[C:24]([CH:28]=[CH:29][CH:30]=1)[C:25](Cl)=[O:26], predict the reaction product. (2) Given the reactants S(=O)(=O)(O)O.[F:6][C:7]1[CH:12]=[CH:11][C:10]([OH:13])=[CH:9][C:8]=1[C:14]([F:17])([F:16])[F:15].[I:18]N1C(=O)CCC1=O.S([O-])([O-])(=O)=S.[Na+].[Na+], predict the reaction product. The product is: [F:6][C:7]1[C:8]([C:14]([F:15])([F:16])[F:17])=[CH:9][C:10]([OH:13])=[C:11]([I:18])[CH:12]=1.